From a dataset of Reaction yield outcomes from USPTO patents with 853,638 reactions. Predict the reaction yield, written as a fraction of the theoretical maximum amount of product (1.0 means a 100% yield; for example, 0.34 means a 34% yield). (1) The reactants are [NH:1]1[CH:5]=[C:4]([CH2:6][C:7](OC)=O)[CH:3]=[N:2]1.[CH:11]1([O:15][C:16]2[CH:17]=[C:18]([N:24]3[CH2:29][CH2:28][NH:27][C@@H:26]([CH2:30][C:31]4[CH:36]=[CH:35][C:34]([F:37])=[CH:33][CH:32]=4)[CH2:25]3)[CH:19]=[CH:20][C:21]=2[O:22][CH3:23])[CH2:14][CH2:13][CH2:12]1. No catalyst specified. The product is [CH:11]1([O:15][C:16]2[CH:17]=[C:18]([N:24]3[CH2:29][CH2:28][NH:27][CH:26]([CH2:30][C:31]4[CH:32]=[CH:33][C:34]([F:37])=[CH:35][CH:36]=4)[CH2:25]3)[CH:19]=[CH:20][C:21]=2[O:22][CH3:23])[CH2:12][CH2:13][CH2:14]1.[NH:1]1[CH:5]=[C:4]([C:6](=[O:15])[CH3:7])[CH:3]=[N:2]1. The yield is 0.580. (2) The reactants are [NH2:1][C:2]1[CH:3]=[C:4]([N:8]([CH2:16][C:17]2[CH:22]=[CH:21][CH:20]=[C:19]([O:23][C:24]([F:29])([F:28])[CH:25]([F:27])[F:26])[CH:18]=2)[CH2:9][CH:10]([OH:15])[C:11]([F:14])([F:13])[F:12])[CH:5]=[CH:6][CH:7]=1.C(N(CC)CC)C.[F:37][C:38]1[CH:46]=[CH:45][C:41]([C:42](Cl)=[O:43])=[CH:40][CH:39]=1. The catalyst is ClCCl. The product is [F:37][C:38]1[CH:46]=[CH:45][C:41]([C:42]([NH:1][C:2]2[CH:7]=[CH:6][CH:5]=[C:4]([N:8]([CH2:16][C:17]3[CH:22]=[CH:21][CH:20]=[C:19]([O:23][C:24]([F:28])([F:29])[CH:25]([F:26])[F:27])[CH:18]=3)[CH2:9][CH:10]([OH:15])[C:11]([F:14])([F:13])[F:12])[CH:3]=2)=[O:43])=[CH:40][CH:39]=1. The yield is 0.230.